This data is from Full USPTO retrosynthesis dataset with 1.9M reactions from patents (1976-2016). The task is: Predict the reactants needed to synthesize the given product. Given the product [CH2:15]([O:17][C:18]([CH:19]1[CH:10]2[CH:11]1[C:12](=[O:13])[N:8]([C:5]1[CH:4]=[CH:3][C:2]([Cl:1])=[CH:7][CH:6]=1)[C:9]2=[O:14])=[O:22])[CH3:16], predict the reactants needed to synthesize it. The reactants are: [Cl:1][C:2]1[CH:7]=[CH:6][C:5]([N:8]2[C:12](=[O:13])[CH:11]=[CH:10][C:9]2=[O:14])=[CH:4][CH:3]=1.[CH2:15]([O:17][C:18](=[O:22])[CH:19]=[N+]=[N-])[CH3:16].